Dataset: Catalyst prediction with 721,799 reactions and 888 catalyst types from USPTO. Task: Predict which catalyst facilitates the given reaction. (1) Reactant: [OH:1][C:2]1[CH:3]=[C:4]([CH:13]=[CH:14][C:15]=1[O:16][CH3:17])[CH2:5][S:6]([CH2:9][C:10](O)=O)(=[O:8])=[O:7].[CH3:18][O:19][C:20]1[CH:27]=[C:26]([O:28][CH3:29])[CH:25]=[C:24]([O:30][CH3:31])[C:21]=1C=O.C(O)(=O)C1C=CC=CC=1.N1CCCCC1. Product: [CH3:29][O:28][C:26]1[CH:25]=[C:24]([O:30][CH3:31])[CH:21]=[C:20]([O:19][CH3:18])[C:27]=1/[CH:10]=[CH:9]/[S:6]([CH2:5][C:4]1[CH:13]=[CH:14][C:15]([O:16][CH3:17])=[C:2]([OH:1])[CH:3]=1)(=[O:8])=[O:7]. The catalyst class is: 11. (2) Reactant: [C:1]1([CH:7]=[CH:8][C:9]([C:11]2[CH:16]=[CH:15][CH:14]=[CH:13][CH:12]=2)=[O:10])[CH:6]=[CH:5][CH:4]=[CH:3][CH:2]=1. Product: [C:11]1([C@@H:9]([OH:10])[CH2:8][CH2:7][C:1]2[CH:2]=[CH:3][CH:4]=[CH:5][CH:6]=2)[CH:16]=[CH:15][CH:14]=[CH:13][CH:12]=1. The catalyst class is: 6. (3) Reactant: Cl[C:2](=[O:8])[C:3]([O:5]CC)=O.[F:9][C:10]1[CH:15]=[C:14]([F:16])[CH:13]=[CH:12][C:11]=1[NH:17][C:18]([NH:20][CH2:21][C:22]([CH3:25])([CH3:24])[CH3:23])=[S:19]. Product: [F:9][C:10]1[CH:15]=[C:14]([F:16])[CH:13]=[CH:12][C:11]=1[N:17]1[C:2](=[O:8])[C:3](=[O:5])[N:20]([CH2:21][C:22]([CH3:24])([CH3:23])[CH3:25])[C:18]1=[S:19]. The catalyst class is: 4. (4) Reactant: Br[C:2]1[C:3](=[O:21])[N:4]([C:9]2[CH:10]=[C:11]([CH:16]=[C:17]([F:20])[C:18]=2[CH3:19])[C:12]([O:14]C)=O)[CH:5]=[C:6]([Br:8])[N:7]=1.FC(F)(F)C(O)=O.[NH2:29][C:30]1([C:33]2[CH:53]=[CH:52][CH:51]=[CH:50][C:34]=2[O:35][CH2:36][CH2:37][N:38]([CH3:49])[C:39](=[O:48])[O:40][CH2:41][C:42]2[CH:47]=[CH:46][CH:45]=[CH:44][CH:43]=2)[CH2:32][CH2:31]1.C([N:57](CC)[CH:58]([CH3:60])[CH3:59])(C)C.C(OC(CNCCOC1C=CC=CC=1C1(NC2C(=O)N(C3C=C(C=C(F)C=3C)C(OC)=O)C=C(Br)N=2)CC1)=O)C1C=CC=CC=1.C1(N)CC1.C[O-].[Na+]. Product: [Br:8][C:6]1[N:7]=[C:2]([NH:29][C:30]2([C:33]3[CH:53]=[CH:52][CH:51]=[CH:50][C:34]=3[O:35][CH2:36][CH2:37][N:38]([CH3:49])[C:39](=[O:48])[O:40][CH2:41][C:42]3[CH:47]=[CH:46][CH:45]=[CH:44][CH:43]=3)[CH2:32][CH2:31]2)[C:3](=[O:21])[N:4]([C:9]2[CH:10]=[C:11]([C:12](=[O:14])[NH:57][CH:58]3[CH2:60][CH2:59]3)[CH:16]=[C:17]([F:20])[C:18]=2[CH3:19])[CH:5]=1. The catalyst class is: 11. (5) Reactant: [Br:1][C:2]1[CH:7]=[C:6](F)[CH:5]=[C:4]([F:9])[CH:3]=1.[CH3:10][S-:11].[Na+]. Product: [Br:1][C:2]1[CH:7]=[C:6]([S:11][CH3:10])[CH:5]=[C:4]([F:9])[CH:3]=1. The catalyst class is: 9.